From a dataset of Forward reaction prediction with 1.9M reactions from USPTO patents (1976-2016). Predict the product of the given reaction. (1) Given the reactants [Cl:1][C:2]1[CH:7]=[CH:6][C:5]([C:8]([C:11]2[N:15]([C:16]3[CH:21]=[CH:20][C:19]([F:22])=[CH:18][CH:17]=3)[C:14]([S:23][CH2:24][C:25]3[C:34]([F:35])=[CH:33][C:28]([O:29][CH2:30][CH2:31]O)=[CH:27][C:26]=3[F:36])=[N:13][CH:12]=2)([CH3:10])[CH3:9])=[CH:4][C:3]=1[O:37][CH3:38].C1C=CC(P(C2C=CC=CC=2)C2C=CC=CC=2)=CC=1.[C:58]([O:62][C:63]([NH:65][C:66]([NH:68][C:69]([O:71][C:72]([CH3:75])([CH3:74])[CH3:73])=[O:70])=[NH:67])=[O:64])([CH3:61])([CH3:60])[CH3:59].CC(OC(/N=N/C(OC(C)C)=O)=O)C, predict the reaction product. The product is: [C:72]([O:71][C:69](=[O:70])[N:68]=[C:66]([NH:65][C:63]([O:62][C:58]([CH3:61])([CH3:60])[CH3:59])=[O:64])[NH:67][CH2:31][CH2:30][O:29][C:28]1[CH:33]=[C:34]([F:35])[C:25]([CH2:24][S:23][C:14]2[N:15]([C:16]3[CH:17]=[CH:18][C:19]([F:22])=[CH:20][CH:21]=3)[C:11]([C:8]([C:5]3[CH:6]=[CH:7][C:2]([Cl:1])=[C:3]([O:37][CH3:38])[CH:4]=3)([CH3:10])[CH3:9])=[CH:12][N:13]=2)=[C:26]([F:36])[CH:27]=1)([CH3:75])([CH3:74])[CH3:73]. (2) The product is: [CH2:1]([C@H:8]1[O:12][C:11]([CH3:13])([CH3:14])[O:10][C@@H:9]1[CH2:15][C:16]1[CH:23]=[CH:22][C:19]([CH:20]([OH:21])[CH:24]=[CH2:25])=[CH:18][CH:17]=1)[CH2:2][CH2:3][CH2:4][CH2:5][CH2:6][CH3:7]. Given the reactants [CH2:1]([C@H:8]1[O:12][C:11]([CH3:14])([CH3:13])[O:10][C@@H:9]1[CH2:15][C:16]1[CH:23]=[CH:22][C:19]([CH:20]=[O:21])=[CH:18][CH:17]=1)[CH2:2][CH2:3][CH2:4][CH2:5][CH2:6][CH3:7].[CH:24]([Mg]Br)=[CH2:25].[NH4+].[Cl-], predict the reaction product.